Dataset: NCI-60 drug combinations with 297,098 pairs across 59 cell lines. Task: Regression. Given two drug SMILES strings and cell line genomic features, predict the synergy score measuring deviation from expected non-interaction effect. (1) Drug 1: CS(=O)(=O)C1=CC(=C(C=C1)C(=O)NC2=CC(=C(C=C2)Cl)C3=CC=CC=N3)Cl. Drug 2: C1=CC(=CC=C1CCCC(=O)O)N(CCCl)CCCl. Cell line: OVCAR-4. Synergy scores: CSS=-5.92, Synergy_ZIP=-1.27, Synergy_Bliss=-8.32, Synergy_Loewe=-11.4, Synergy_HSA=-9.61. (2) Synergy scores: CSS=34.4, Synergy_ZIP=4.61, Synergy_Bliss=5.30, Synergy_Loewe=-57.3, Synergy_HSA=3.31. Drug 1: COC1=CC(=CC(=C1O)OC)C2C3C(COC3=O)C(C4=CC5=C(C=C24)OCO5)OC6C(C(C7C(O6)COC(O7)C8=CC=CS8)O)O. Drug 2: C1CNP(=O)(OC1)N(CCCl)CCCl. Cell line: IGROV1.